Dataset: Forward reaction prediction with 1.9M reactions from USPTO patents (1976-2016). Task: Predict the product of the given reaction. Given the reactants Br[C:2]1[CH:12]=[CH:11][CH:10]=[C:9]([N:13]2[CH:22]=[CH:21][C:20]3[C:15](=[CH:16][CH:17]=[C:18]([N:23]([CH3:25])[CH3:24])[CH:19]=3)[C:14]2=[O:26])[C:3]=1[CH2:4][O:5][C:6](=[O:8])[CH3:7].[B:27]1([B:27]2[O:31][C:30]([CH3:33])([CH3:32])[C:29]([CH3:35])([CH3:34])[O:28]2)[O:31][C:30]([CH3:33])([CH3:32])[C:29]([CH3:35])([CH3:34])[O:28]1.[C:45]([O-:48])(=[O:47])[CH3:46].[K+].ClCCl, predict the reaction product. The product is: [CH3:24][N:23]([CH3:25])[C:18]1[CH:19]=[C:20]2[C:15](=[CH:16][CH:17]=1)[C:14](=[O:26])[N:13]([C:9]1[CH:10]=[CH:11][CH:12]=[C:2]([B:27]3[O:31][C:30]([CH3:33])([CH3:32])[C:29]([CH3:35])([CH3:34])[O:28]3)[C:3]=1[CH2:4][O:5][C:6](=[O:8])[CH3:7])[CH:22]=[CH:21]2.[C:45]([OH:48])(=[O:47])[CH3:46].